This data is from Forward reaction prediction with 1.9M reactions from USPTO patents (1976-2016). The task is: Predict the product of the given reaction. (1) Given the reactants [Cl:1][C:2]1[C:7]([Cl:8])=[C:6]([C:9]2[S:13][C:12]([C:14]#[CH:15])=[N:11][C:10]=2[C:16]([N:18]2[CH2:23][CH2:22][CH2:21][CH2:20][C@@H:19]2[CH3:24])=[O:17])[CH:5]=[CH:4][C:3]=1[S:25]([NH:28][C@@H:29]([CH3:34])[C:30]([F:33])([F:32])[F:31])(=[O:27])=[O:26].[N-:35]=[N+:36]=[N-:37].[Na+].[NH4+].[Cl-].O, predict the reaction product. The product is: [Cl:1][C:2]1[C:7]([Cl:8])=[C:6]([C:9]2[S:13][C:12]([C:14]3[NH:37][N:36]=[N:35][CH:15]=3)=[N:11][C:10]=2[C:16]([N:18]2[CH2:23][CH2:22][CH2:21][CH2:20][C@@H:19]2[CH3:24])=[O:17])[CH:5]=[CH:4][C:3]=1[S:25]([NH:28][C@@H:29]([CH3:34])[C:30]([F:31])([F:32])[F:33])(=[O:26])=[O:27]. (2) Given the reactants [Cl:1][C:2]1[CH:20]=[C:19]([F:21])[C:18]([N:22]2[C:27](=[O:28])[CH:26]=[C:25]([C:29]([F:32])([F:31])[F:30])[N:24]([CH3:33])[C:23]2=[O:34])=[CH:17][C:3]=1[O:4][C:5]1[C:6]([O:11][CH2:12][C:13]([O:15][CH3:16])=[O:14])=[N:7][CH:8]=[CH:9][CH:10]=1.C(=O)([O-])[O-].[Na+].[Na+].[CH2:41](O)[CH2:42][CH2:43][CH2:44]C, predict the reaction product. The product is: [Cl:1][C:2]1[CH:20]=[C:19]([F:21])[C:18]([N:22]2[C:27](=[O:28])[CH:26]=[C:25]([C:29]([F:32])([F:31])[F:30])[N:24]([CH3:33])[C:23]2=[O:34])=[CH:17][C:3]=1[O:4][C:5]1[C:6]([O:11][CH2:12][C:13]([O:15][CH2:16][CH2:41][CH2:42][CH2:43][CH3:44])=[O:14])=[N:7][CH:8]=[CH:9][CH:10]=1. (3) Given the reactants [CH3:1][O:2][C:3]([C:5]1[CH:6]=[C:7]2[C:12](=[CH:13][CH:14]=1)[N:11]1[C:15]([O:18]C)=[N:16][N:17]=[C:10]1[C:9]([NH:20][CH2:21][CH2:22][C:23]1[CH:28]=[CH:27][N:26]=[CH:25][CH:24]=1)=[N:8]2)=[O:4].Br, predict the reaction product. The product is: [CH3:1][O:2][C:3]([C:5]1[CH:6]=[C:7]2[C:12](=[CH:13][CH:14]=1)[N:11]1[C:15](=[O:18])[NH:16][N:17]=[C:10]1[C:9]([NH:20][CH2:21][CH2:22][C:23]1[CH:24]=[CH:25][N:26]=[CH:27][CH:28]=1)=[N:8]2)=[O:4]. (4) Given the reactants [Cl:1][C:2]1[CH:14]=[CH:13][CH:12]=[CH:11][C:3]=1[O:4][CH2:5][C:6]([O:8][CH2:9][CH3:10])=[O:7].[C:15]1(=[O:21])[O:20][C:18](=[O:19])[CH2:17][CH2:16]1.[Cl-].[Cl-].[Cl-].[Al+3].Cl, predict the reaction product. The product is: [Cl:1][C:2]1[CH:14]=[C:13]([C:15](=[O:21])[CH2:16][CH2:17][C:18]([OH:20])=[O:19])[CH:12]=[CH:11][C:3]=1[O:4][CH2:5][C:6]([O:8][CH2:9][CH3:10])=[O:7]. (5) Given the reactants C([O:5][C:6](=[O:21])[C@H:7]([CH:18]([CH3:20])[CH3:19])[NH:8][C:9](=[O:17])[CH2:10][C:11]1[CH:12]=[N:13][CH:14]=[CH:15][CH:16]=1)(C)(C)C, predict the reaction product. The product is: [N:13]1[CH:14]=[CH:15][CH:16]=[C:11]([CH2:10][C:9]([NH:8][C@H:7]([C:6]([OH:21])=[O:5])[CH:18]([CH3:20])[CH3:19])=[O:17])[CH:12]=1. (6) Given the reactants [Cl:1][C:2]1[CH:7]=[CH:6][C:5]([SH:8])=[C:4]([O:9][CH3:10])[CH:3]=1.C(N(CC)CC)C.Br[CH2:19][CH2:20][C:21]([O:23][CH2:24][CH3:25])=[O:22].O, predict the reaction product. The product is: [Cl:1][C:2]1[CH:7]=[CH:6][C:5]([S:8][CH2:19][CH2:20][C:21]([O:23][CH2:24][CH3:25])=[O:22])=[C:4]([O:9][CH3:10])[CH:3]=1. (7) Given the reactants [CH2:1]([O:8][C:9]([N:11]1[CH2:16][CH2:15][CH:14]([C:17]([OH:19])=O)[CH2:13][CH2:12]1)=[O:10])[C:2]1[CH:7]=[CH:6][CH:5]=[CH:4][CH:3]=1.[CH3:20]C1(C)OC(=O)CC(=O)O1.N1C=CC=CC=1, predict the reaction product. The product is: [CH2:1]([O:8][C:9]([N:11]1[CH2:12][CH2:13][CH:14]([C:17](=[O:19])[CH3:20])[CH2:15][CH2:16]1)=[O:10])[C:2]1[CH:3]=[CH:4][CH:5]=[CH:6][CH:7]=1. (8) Given the reactants [CH3:1][O:2][C:3]1[CH:8]=[CH:7][C:6](B2OC(C)(C)C(C)(C)O2)=[C:5]([CH3:18])[CH:4]=1.Br[C:20]1[C:21]([CH3:27])=[N:22][CH:23]=[N:24][C:25]=1[CH3:26], predict the reaction product. The product is: [CH3:1][O:2][C:3]1[CH:8]=[CH:7][C:6]([C:20]2[C:21]([CH3:27])=[N:22][CH:23]=[N:24][C:25]=2[CH3:26])=[C:5]([CH3:18])[CH:4]=1.